Dataset: Peptide-MHC class I binding affinity with 185,985 pairs from IEDB/IMGT. Task: Regression. Given a peptide amino acid sequence and an MHC pseudo amino acid sequence, predict their binding affinity value. This is MHC class I binding data. The peptide sequence is GAAIGSVGL. The MHC is Patr-B0101 with pseudo-sequence Patr-B0101. The binding affinity (normalized) is 0.200.